From a dataset of Reaction yield outcomes from USPTO patents with 853,638 reactions. Predict the reaction yield, written as a fraction of the theoretical maximum amount of product (1.0 means a 100% yield; for example, 0.34 means a 34% yield). (1) The reactants are [CH:1]([O:4][C:5]([N:7]1[CH2:12][CH2:11][CH:10]([O:13][C:14]2[C:19]([CH3:20])=[C:18]([O:21][C:22]3[CH:27]=[CH:26][C:25]([CH2:28][C:29](O)=[O:30])=[CH:24][C:23]=3[F:32])[N:17]=[CH:16][N:15]=2)[CH2:9][CH2:8]1)=[O:6])([CH3:3])[CH3:2].[CH3:33][N:34](C(ON1N=NC2C=CC=NC1=2)=[N+](C)C)[CH3:35].F[P-](F)(F)(F)(F)F.CNC. The catalyst is CN(C=O)C. The product is [CH:1]([O:4][C:5]([N:7]1[CH2:12][CH2:11][CH:10]([O:13][C:14]2[C:19]([CH3:20])=[C:18]([O:21][C:22]3[CH:27]=[CH:26][C:25]([CH2:28][C:29](=[O:30])[N:34]([CH3:35])[CH3:33])=[CH:24][C:23]=3[F:32])[N:17]=[CH:16][N:15]=2)[CH2:9][CH2:8]1)=[O:6])([CH3:3])[CH3:2]. The yield is 0.250. (2) The catalyst is C1(C)C=CC=CC=1.[Fe](Cl)(Cl)Cl.ClCCl.O.O.C(O)(=O)C. The yield is 0.240. The product is [Br:8][C:9]1[CH:5]=[C:4]2[C:1]([C:3]3[CH:14]=[CH:15][C:16]([C:38]4[C:41]5[C:40](=[O:50])[N:39]=[C:38]([C:16]6[CH:15]=[CH:14][C:13]7[C:12]8[C:20](=[CH:21][C:9]([Br:8])=[CH:10][CH:11]=8)[C:19]([CH2:30][CH2:31][CH2:32][CH2:33][CH2:34][CH2:35][CH2:36][CH3:37])([CH2:22][CH2:23][CH2:24][CH2:25][CH2:26][CH2:27][CH2:28][CH3:29])[C:18]=7[CH:17]=6)[C:42]=5[C:43](=[O:45])[N:39]=4)=[CH:17][C:18]=3[C:19]2([CH2:30][CH2:31][CH2:32][CH2:33][CH2:34][CH2:35][CH2:36][CH3:37])[CH2:22][CH2:23][CH2:24][CH2:25][CH2:26][CH2:27][CH2:28][CH3:29])=[CH:2][CH:10]=1. The reactants are [C:1](O)([CH2:4][CH3:5])([CH3:3])[CH3:2].[Na].[Br:8][C:9]1[CH:21]=[C:20]2[C:12]([C:13]3[CH:14]=[CH:15][C:16]([C:38]#[N:39])=[CH:17][C:18]=3[C:19]2([CH2:30][CH2:31][CH2:32][CH2:33][CH2:34][CH2:35][CH2:36][CH3:37])[CH2:22][CH2:23][CH2:24][CH2:25][CH2:26][CH2:27][CH2:28][CH3:29])=[CH:11][CH:10]=1.[C:40]([O:50]C(C)C)(=O)[CH2:41][CH2:42][C:43]([O:45]C(C)C)=O. (3) The reactants are [F:1][C:2]1[CH:3]=[CH:4][C:5]([NH:24][C:25](=O)[C@@H:26]([NH:28][C:29]2[N:37]=[CH:36][N:35]=[C:34]3[C:30]=2[N:31]=[CH:32][N:33]3C2CCCCO2)[CH3:27])=[C:6]([NH:8][C@H:9]2[CH2:14][CH2:13][CH2:12][N:11]([CH2:15][CH2:16][O:17]C(=O)C(C)(C)C)[CH2:10]2)[CH:7]=1. The catalyst is Cl. The product is [F:1][C:2]1[CH:3]=[CH:4][C:5]2[N:24]=[C:25]([C@@H:26]([NH:28][C:29]3[N:37]=[CH:36][N:35]=[C:34]4[C:30]=3[N:31]=[CH:32][NH:33]4)[CH3:27])[N:8]([C@H:9]3[CH2:14][CH2:13][CH2:12][N:11]([CH2:15][CH2:16][OH:17])[CH2:10]3)[C:6]=2[CH:7]=1. The yield is 0.210. (4) The reactants are [C:1]([O:5][C@@H:6]([C:12]1[C:39]([CH3:40])=[N:38][C:37]2=[CH:41][C:34]3=[N:35][N:36]2[C:13]=1[N:14]1[CH2:48][CH2:47][C:17]([CH3:49])([O:18][CH2:19][CH2:20][CH2:21][CH2:22][C@H:23]([CH3:46])[O:24][C:25]2[CH:26]=[C:27]([CH3:45])[CH:28]=[CH:29][C:30]=2[CH2:31][N:32]([CH:42]2[CH2:44][CH2:43]2)[CH2:33]3)[CH2:16][CH2:15]1)[C:7]([O:9]CC)=[O:8])([CH3:4])([CH3:3])[CH3:2].[OH-].[Na+]. The catalyst is CCO. The product is [C:1]([O:5][C@@H:6]([C:12]1[C:39]([CH3:40])=[N:38][C:37]2=[CH:41][C:34]3=[N:35][N:36]2[C:13]=1[N:14]1[CH2:48][CH2:47][C:17]([CH3:49])([O:18][CH2:19][CH2:20][CH2:21][CH2:22][C@H:23]([CH3:46])[O:24][C:25]2[CH:26]=[C:27]([CH3:45])[CH:28]=[CH:29][C:30]=2[CH2:31][N:32]([CH:42]2[CH2:43][CH2:44]2)[CH2:33]3)[CH2:16][CH2:15]1)[C:7]([OH:9])=[O:8])([CH3:4])([CH3:2])[CH3:3]. The yield is 0.626. (5) The reactants are [F:1][C:2]1[CH:7]=[CH:6][C:5]([NH:8][C:9]([C:11]2([C:14]([NH:16][C:17]3[CH:22]=[CH:21][C:20]([O:23][C:24]4[C:33]5[C:28](=[CH:29][C:30]([OH:36])=[C:31]([O:34][CH3:35])[CH:32]=5)[N:27]=[CH:26][N:25]=4)=[C:19]([F:37])[CH:18]=3)=[O:15])[CH2:13][CH2:12]2)=[O:10])=[CH:4][CH:3]=1.O[CH2:39][CH2:40][CH2:41][N:42]1[CH2:47][CH2:46][O:45][CH2:44][CH2:43]1.C1(P(C2C=CC=CC=2)C2C=CC=CC=2)C=CC=CC=1.N(C(OC(C)C)=O)=NC(OC(C)C)=O. The catalyst is ClCCl. The product is [F:37][C:19]1[CH:18]=[C:17]([NH:16][C:14]([C:11]2([C:9]([NH:8][C:5]3[CH:4]=[CH:3][C:2]([F:1])=[CH:7][CH:6]=3)=[O:10])[CH2:13][CH2:12]2)=[O:15])[CH:22]=[CH:21][C:20]=1[O:23][C:24]1[C:33]2[C:28](=[CH:29][C:30]([O:36][CH2:39][CH2:40][CH2:41][N:42]3[CH2:47][CH2:46][O:45][CH2:44][CH2:43]3)=[C:31]([O:34][CH3:35])[CH:32]=2)[N:27]=[CH:26][N:25]=1. The yield is 0.470. (6) The reactants are [CH:1]1([C:4]2[NH:8][N:7]=[C:6]([NH:9][C:10]3[C:19]4[C:14](=[CH:15][C:16](F)=[CH:17][CH:18]=4)[N:13]=[C:12]([NH:21][C@H:22]([C:24]4[CH:29]=[CH:28][C:27]([F:30])=[CH:26][CH:25]=4)[CH3:23])[N:11]=3)[CH:5]=2)[CH2:3][CH2:2]1.[CH3:31][O:32][CH2:33][CH2:34][OH:35].CC(C)([O-])C.[K+]. The catalyst is CCOC(C)=O. The yield is 0.600. The product is [CH:1]1([C:4]2[NH:8][N:7]=[C:6]([NH:9][C:10]3[C:19]4[C:14](=[CH:15][C:16]([O:35][CH2:34][CH2:33][O:32][CH3:31])=[CH:17][CH:18]=4)[N:13]=[C:12]([NH:21][C@H:22]([C:24]4[CH:25]=[CH:26][C:27]([F:30])=[CH:28][CH:29]=4)[CH3:23])[N:11]=3)[CH:5]=2)[CH2:2][CH2:3]1.